From a dataset of Full USPTO retrosynthesis dataset with 1.9M reactions from patents (1976-2016). Predict the reactants needed to synthesize the given product. (1) Given the product [CH2:13]([C:12]1[C:5]2[CH:4]=[CH:3][C:2]([Cl:1])=[CH:7][C:6]=2[S:8](=[O:10])(=[O:9])[NH:18][N:17]=1)[CH3:14], predict the reactants needed to synthesize it. The reactants are: [Cl:1][C:2]1[CH:3]=[CH:4][C:5]([C:12](=O)[CH2:13][CH3:14])=[C:6]([S:8](Cl)(=[O:10])=[O:9])[CH:7]=1.O.[NH2:17][NH2:18]. (2) Given the product [F:35][C:2]([F:1])([F:34])[C:3]([C:9]1[CH:10]=[CH:11][C:12]([CH2:13][N:14]2[CH2:15][CH2:16][CH:17]([C:20]([C:22]3[CH:23]=[CH:24][C:25]([NH:28][C:29](=[O:31])[CH3:30])=[CH:26][CH:27]=3)([OH:21])[CH3:36])[CH2:18][CH2:19]2)=[CH:32][CH:33]=1)([OH:8])[C:4]([F:7])([F:6])[F:5], predict the reactants needed to synthesize it. The reactants are: [F:1][C:2]([F:35])([F:34])[C:3]([C:9]1[CH:33]=[CH:32][C:12]([CH2:13][N:14]2[CH2:19][CH2:18][CH:17]([C:20]([C:22]3[CH:27]=[CH:26][C:25]([NH:28][C:29](=[O:31])[CH3:30])=[CH:24][CH:23]=3)=[O:21])[CH2:16][CH2:15]2)=[CH:11][CH:10]=1)([OH:8])[C:4]([F:7])([F:6])[F:5].[CH3:36][Mg]Br.C(OCC)C. (3) Given the product [Br:17][C:18]1[CH:19]=[CH:20][C:25]([O:28][C:2]2[CH:16]=[CH:15][C:5]3[C:6](=[O:14])[NH:7][C:8]4[C:13]([C:4]=3[CH:3]=2)=[CH:12][CH:11]=[CH:10][N:9]=4)=[CH:22][CH:23]=1, predict the reactants needed to synthesize it. The reactants are: F[C:2]1[CH:16]=[CH:15][C:5]2[C:6](=[O:14])[NH:7][C:8]3[C:13]([C:4]=2[CH:3]=1)=[CH:12][CH:11]=[CH:10][N:9]=3.[Br:17][C:18]1[CH:19]=[C:20](O)C=[CH:22][CH:23]=1.[C:25](=[O:28])([O-])[O-].[K+].[K+]. (4) The reactants are: Br[C:2]1[CH:11]=[C:10]2[C:5]([CH2:6][CH2:7][N:8]([C:12]3[CH:17]=[C:16]([N:18]4[CH2:23][CH2:22][N:21]([CH3:24])[CH2:20][CH2:19]4)[N:15]=[C:14]([NH2:25])[N:13]=3)[CH2:9]2)=[CH:4][CH:3]=1.[CH3:26][N:27]1[CH2:32][CH2:31][N:30]([C:33]2[CH:38]=[C:37](B3OC(C)(C)C(C)(C)O3)[CH:36]=[CH:35][N:34]=2)[CH2:29][CH2:28]1. Given the product [CH3:24][N:21]1[CH2:22][CH2:23][N:18]([C:16]2[CH:17]=[C:12]([N:8]3[CH2:7][CH2:6][C:5]4[C:10](=[CH:11][C:2]([C:37]5[CH:36]=[CH:35][N:34]=[C:33]([N:30]6[CH2:29][CH2:28][N:27]([CH3:26])[CH2:32][CH2:31]6)[CH:38]=5)=[CH:3][CH:4]=4)[CH2:9]3)[N:13]=[C:14]([NH2:25])[N:15]=2)[CH2:19][CH2:20]1, predict the reactants needed to synthesize it.